This data is from Forward reaction prediction with 1.9M reactions from USPTO patents (1976-2016). The task is: Predict the product of the given reaction. Given the reactants [F:1][C:2]1[C:10]([O:11][CH3:12])=[C:9]2[C:5]([C:6](=[O:14])C(=O)[NH:8]2)=[C:4]([C:15]2[CH:20]=[CH:19][C:18]([F:21])=[CH:17][CH:16]=2)[CH:3]=1.[OH-:22].[Na+].OO.Cl, predict the reaction product. The product is: [NH2:8][C:9]1[C:10]([O:11][CH3:12])=[C:2]([F:1])[CH:3]=[C:4]([C:15]2[CH:20]=[CH:19][C:18]([F:21])=[CH:17][CH:16]=2)[C:5]=1[C:6]([OH:14])=[O:22].